Dataset: Forward reaction prediction with 1.9M reactions from USPTO patents (1976-2016). Task: Predict the product of the given reaction. (1) Given the reactants C[C@@:2]1([C:15]([OH:17])=[O:16])[CH2:6][CH:5]([OH:7])[CH2:4][N:3]1[C:8]([O:10][C:11]([CH3:14])([CH3:13])[CH3:12])=[O:9].[CH:18]1C=CC(P(C2C=CC=CC=2)C2C=CC=CC=2)=CC=1.[F:37][C:38]1[CH:43]=[C:42]([F:44])[CH:41]=[CH:40][C:39]=1O.CC(OC(/N=N/C(OC(C)C)=O)=O)C, predict the reaction product. The product is: [C:11]([O:10][C:8]([N:3]1[CH2:4][CH:5]([O:7][C:41]2[CH:40]=[CH:39][C:38]([F:37])=[CH:43][C:42]=2[F:44])[CH2:6][CH:2]1[C:15]([O:17][CH3:18])=[O:16])=[O:9])([CH3:12])([CH3:13])[CH3:14]. (2) The product is: [CH2:40]([N:42]([CH2:46][CH3:47])[CH2:43][CH2:44][NH:45][C:33]([C:32]1[CH:31]=[C:30]([S:27]([CH3:29])(=[O:28])=[N:26][C:24](=[O:25])[C:20]2[CH:19]=[C:18]([C:17]#[C:16][C:12]3[CH:13]=[CH:14][CH:15]=[C:10]([NH:9][C:7]([C:6]4[N:2]([CH3:1])[N:3]=[C:4]([CH3:39])[CH:5]=4)=[O:8])[CH:11]=3)[CH:23]=[N:22][CH:21]=2)[CH:38]=[CH:37][CH:36]=1)=[O:34])[CH3:41]. Given the reactants [CH3:1][N:2]1[C:6]([C:7]([NH:9][C:10]2[CH:11]=[C:12]([C:16]#[C:17][C:18]3[CH:19]=[C:20]([C:24]([N:26]=[S:27]([C:30]4[CH:31]=[C:32]([CH:36]=[CH:37][CH:38]=4)[C:33](O)=[O:34])([CH3:29])=[O:28])=[O:25])[CH:21]=[N:22][CH:23]=3)[CH:13]=[CH:14][CH:15]=2)=[O:8])=[CH:5][C:4]([CH3:39])=[N:3]1.[CH2:40]([N:42]([CH2:46][CH3:47])[CH2:43][CH2:44][NH2:45])[CH3:41].C(N(CC)C(C)C)(C)C.F[P-](F)(F)(F)(F)F.N1(O[P+](N(C)C)(N(C)C)N(C)C)C2C=CC=CC=2N=N1, predict the reaction product.